Dataset: Catalyst prediction with 721,799 reactions and 888 catalyst types from USPTO. Task: Predict which catalyst facilitates the given reaction. Reactant: [CH2:1]([O:8][C:9]1[C:17]([O:18][CH3:19])=[CH:16][C:12]([C:13]([OH:15])=[O:14])=[C:11]([N+:20]([O-])=O)[CH:10]=1)[C:2]1[CH:7]=[CH:6][CH:5]=[CH:4][CH:3]=1.O.O.Cl[Sn]Cl. Product: [NH2:20][C:11]1[CH:10]=[C:9]([O:8][CH2:1][C:2]2[CH:3]=[CH:4][CH:5]=[CH:6][CH:7]=2)[C:17]([O:18][CH3:19])=[CH:16][C:12]=1[C:13]([OH:15])=[O:14]. The catalyst class is: 5.